Dataset: Full USPTO retrosynthesis dataset with 1.9M reactions from patents (1976-2016). Task: Predict the reactants needed to synthesize the given product. (1) Given the product [OH:17][C@H:11]1[CH2:12][CH2:13][CH2:14][C@@:15]2([CH3:16])[C@H:10]1[CH2:9][CH2:8][C@@H:7]2[C@:3]([CH3:6])([CH2:4][CH3:5])[C:1]#[N:2], predict the reactants needed to synthesize it. The reactants are: [C:1]([C@@:3]([C@@H:7]1[C@:15]2([CH3:16])[C@H:10]([C@@H:11]([O:17]C(=O)C3C=CC=CC=3)[CH2:12][CH2:13][CH2:14]2)[CH2:9][CH2:8]1)([CH3:6])[CH2:4][CH3:5])#[N:2].O. (2) Given the product [NH2:12][C:9]1[CH:10]=[CH:11][C:5]2[C:4](=[O:23])[O:3][C:2]([CH3:1])([CH3:24])[O:7][C:6]=2[CH:8]=1, predict the reactants needed to synthesize it. The reactants are: [CH3:1][C:2]1([CH3:24])[O:7][C:6]2[CH:8]=[C:9]([NH:12]C(=O)OCC3C=CC=CC=3)[CH:10]=[CH:11][C:5]=2[C:4](=[O:23])[O:3]1.